Task: Predict the product of the given reaction.. Dataset: Forward reaction prediction with 1.9M reactions from USPTO patents (1976-2016) (1) Given the reactants [NH:1]1[CH2:6][CH2:5][CH2:4][CH2:3][C:2]1=O.[CH2:8]=[O:9].[Cl:10][Si](C)(C)C, predict the reaction product. The product is: [Cl:10][CH2:2][N:1]1[CH2:6][CH2:5][CH2:4][CH2:3][C:8]1=[O:9]. (2) Given the reactants [O:1]=[S:2]1(=[O:21])[CH2:7][CH2:6][CH2:5][CH2:4][N:3]1[C:8]1[N:17]=[C:16]([C:18]#[N:19])[C:15]([OH:20])=[C:14]2[C:9]=1[CH:10]=[CH:11][CH:12]=[N:13]2.[F:22][C:23]1[CH:28]=[CH:27][C:26]([CH2:29][C:30]([NH:32][NH2:33])=O)=[CH:25][CH:24]=1, predict the reaction product. The product is: [O:21]=[S:2]1(=[O:1])[CH2:7][CH2:6][CH2:5][CH2:4][N:3]1[C:8]1[N:17]=[C:16]([C:18]2[NH:19][C:30]([CH2:29][C:26]3[CH:27]=[CH:28][C:23]([F:22])=[CH:24][CH:25]=3)=[N:32][N:33]=2)[C:15]([OH:20])=[C:14]2[C:9]=1[CH:10]=[CH:11][CH:12]=[N:13]2.